From a dataset of Catalyst prediction with 721,799 reactions and 888 catalyst types from USPTO. Predict which catalyst facilitates the given reaction. (1) Reactant: [CH3:1][O:2][C:3]1[CH:4]=[C:5]([CH:16]=[CH:17][CH:18]=1)[O:6][C:7]1[CH:8]=[C:9]([CH:13]=[CH:14][CH:15]=1)C(O)=O.Cl.[Cl:20][C:21]1[CH:22]=[C:23]2[C:27](=[CH:28][CH:29]=1)[NH:26][CH:25]=[C:24]2[CH2:30][CH2:31][NH2:32].CN([C:36]([O:40]N1N=NC2C=CC=NC1=2)=[N+](C)C)C.F[P-](F)(F)(F)(F)F.C(N(CC)C(C)C)(C)C. Product: [Cl:20][C:21]1[CH:22]=[C:23]2[C:27](=[CH:28][CH:29]=1)[NH:26][CH:25]=[C:24]2[CH2:30][CH2:31][NH:32][C:36](=[O:40])[C:13]1[CH:14]=[CH:15][C:7]([O:6][C:5]2[CH:16]=[CH:17][CH:18]=[C:3]([O:2][CH3:1])[CH:4]=2)=[CH:8][CH:9]=1. The catalyst class is: 3. (2) Reactant: I[C:2]1[N:6]2[N:7]=[C:8]([C:11]3[CH:16]=[CH:15][C:14]([C:17]([N:19]4[CH2:24][CH2:23][O:22][CH2:21][CH2:20]4)=[O:18])=[C:13]([C:25]([F:28])([F:27])[F:26])[CH:12]=3)[CH:9]=[CH:10][C:5]2=[N:4][CH:3]=1.[C:29]([C:31]1[CH:36]=[CH:35][N:34]=[C:33]([NH2:37])[CH:32]=1)#[CH:30]. Product: [NH2:37][C:33]1[CH:32]=[C:31]([C:29]#[C:30][C:2]2[N:6]3[N:7]=[C:8]([C:11]4[CH:16]=[CH:15][C:14]([C:17]([N:19]5[CH2:20][CH2:21][O:22][CH2:23][CH2:24]5)=[O:18])=[C:13]([C:25]([F:28])([F:27])[F:26])[CH:12]=4)[CH:9]=[CH:10][C:5]3=[N:4][CH:3]=2)[CH:36]=[CH:35][N:34]=1. The catalyst class is: 73. (3) Reactant: [NH2:1][C:2]1[CH:7]=[C:6]([Cl:8])[CH:5]=[CH:4][C:3]=1[N:9]([CH2:17][CH2:18][CH2:19][S:20]([CH3:23])(=[O:22])=[O:21])[C:10](=O)OC(C)(C)C.[Cl:24][CH2:25]C([O-])=O.[Na+]. Product: [Cl:8][C:6]1[CH:5]=[CH:4][C:3]2[N:9]([CH2:17][CH2:18][CH2:19][S:20]([CH3:23])(=[O:22])=[O:21])[C:10]([CH2:25][Cl:24])=[N:1][C:2]=2[CH:7]=1. The catalyst class is: 33. (4) Reactant: [Br:1][C:2]1[CH:3]=[C:4]2[C:9](=[CH:10][C:11]=1[O:12][CH3:13])[N:8]=[C:7]([Cl:14])[N:6]=[C:5]2Cl.C(N(C(C)C)CC)(C)C.[NH:25]1[CH2:30][CH2:29][O:28][CH2:27][CH2:26]1. Product: [Br:1][C:2]1[C:11]([O:12][CH3:13])=[CH:10][C:9]2[CH:4]([CH:5]([N:25]3[CH2:30][CH2:29][O:28][CH2:27][CH2:26]3)[N:6]=[C:7]([Cl:14])[N:8]=2)[CH:3]=1. The catalyst class is: 46. (5) Reactant: C([CH:3]([N:7]1[C:11]([C:13]2[CH:18]=[C:17]([F:19])[CH:16]=[C:15]([F:20])[CH:14]=2)([CH3:12])[C:10](=[O:21])[N:9](CC2C=CC(OC)=CC=2)[C:8]1=[O:31])[C:4]([O-:6])=[O:5])C.[N+]([O-])([O-])=O.[Ce+4].[NH4+].[N+]([O-])([O-])=O.[N+]([O-])([O-])=O.[N+]([O-])([O-])=O.[N+]([O-])([O-])=O.[CH3:54][C:55]#N. Product: [CH2:54]([O:6][C:4](=[O:5])[CH2:3][N:7]1[C:11]([C:13]2[CH:18]=[C:17]([F:19])[CH:16]=[C:15]([F:20])[CH:14]=2)([CH3:12])[C:10](=[O:21])[NH:9][C:8]1=[O:31])[CH3:55]. The catalyst class is: 6.